Task: Predict the reactants needed to synthesize the given product.. Dataset: Full USPTO retrosynthesis dataset with 1.9M reactions from patents (1976-2016) (1) Given the product [CH3:21][O:20][C:18]([C@H:15]1[CH2:14][CH2:13][C@H:12]([C:11]2[N:4]3[C:5]([C:6](=[O:8])[NH:7][CH:2]=[N:3]3)=[C:9]([Br:22])[N:10]=2)[CH2:17][CH2:16]1)=[O:19], predict the reactants needed to synthesize it. The reactants are: N[C:2]1[NH:7][C:6](=[O:8])[C:5]2=[C:9]([Br:22])[N:10]=[C:11]([C@H:12]3[CH2:17][CH2:16][C@H:15]([C:18]([O:20][CH3:21])=[O:19])[CH2:14][CH2:13]3)[N:4]2[N:3]=1.C1COCC1.N(OC(C)(C)C)=O.C. (2) Given the product [Cl:11][CH2:12][C:13]1[O:1][N:2]=[C:3]([C:4]2[CH:9]=[CH:8][CH:7]=[CH:6][N:5]=2)[N:10]=1, predict the reactants needed to synthesize it. The reactants are: [OH:1][NH:2][C:3](=[NH:10])[C:4]1[CH:9]=[CH:8][CH:7]=[CH:6][N:5]=1.[Cl:11][CH2:12][C:13](Cl)=O.C(N(C(C)C)CC)(C)C.